This data is from Forward reaction prediction with 1.9M reactions from USPTO patents (1976-2016). The task is: Predict the product of the given reaction. (1) Given the reactants [C:1]([N:5]1[C:10](=[O:11])[C:9]([Cl:12])=[C:8]([O:13][CH2:14][C:15]2[CH:20]=[CH:19][C:18]([CH2:21][O:22][CH2:23][CH2:24][O:25][Si](C(C)(C)C)(C)C)=[CH:17][CH:16]=2)[CH:7]=[N:6]1)([CH3:4])([CH3:3])[CH3:2].CCCC[N+](CCCC)(CCCC)CCCC.[F-], predict the reaction product. The product is: [C:1]([N:5]1[C:10](=[O:11])[C:9]([Cl:12])=[C:8]([O:13][CH2:14][C:15]2[CH:16]=[CH:17][C:18]([CH2:21][O:22][CH2:23][CH2:24][OH:25])=[CH:19][CH:20]=2)[CH:7]=[N:6]1)([CH3:4])([CH3:3])[CH3:2]. (2) The product is: [CH2:4]=[O:5].[C:1]1([OH:2])[CH:12]=[CH:11][CH:10]=[CH:9][CH:8]=1.[NH2:3][C:4]([NH2:6])=[O:5]. Given the reactants [CH2:1]=[O:2].[NH2:3][C:4]([NH2:6])=[O:5].N1[CH:12]=[CH:11][CH:10]=[CH:9][CH:8]=1, predict the reaction product. (3) The product is: [N:12]1([CH2:8][C:7]2[CH:10]=[CH:11][C:4]([C:1](=[O:3])[CH3:2])=[CH:5][CH:6]=2)[CH2:17][CH2:16][O:15][CH2:14][CH2:13]1. Given the reactants [C:1]([C:4]1[CH:11]=[CH:10][C:7]([CH:8]=O)=[CH:6][CH:5]=1)(=[O:3])[CH3:2].[NH:12]1[CH2:17][CH2:16][O:15][CH2:14][CH2:13]1, predict the reaction product.